This data is from Full USPTO retrosynthesis dataset with 1.9M reactions from patents (1976-2016). The task is: Predict the reactants needed to synthesize the given product. (1) The reactants are: [CH:1]([N:4]1[C:8]([C:9]2[S:10][C:11]3[CH2:12][CH2:13][O:14][C:15]4[CH:22]=[C:21]([CH:23]=O)[CH:20]=[CH:19][C:16]=4[C:17]=3[N:18]=2)=[N:7][CH:6]=[N:5]1)([CH3:3])[CH3:2].[CH2:25]([CH2:27][NH2:28])[OH:26]. Given the product [CH:1]([N:4]1[C:8]([C:9]2[S:10][C:11]3[CH2:12][CH2:13][O:14][C:15]4[CH:22]=[C:21]([CH2:23][NH:28][CH2:27][CH2:25][OH:26])[CH:20]=[CH:19][C:16]=4[C:17]=3[N:18]=2)=[N:7][CH:6]=[N:5]1)([CH3:2])[CH3:3], predict the reactants needed to synthesize it. (2) Given the product [F:18][C:19]1[CH:26]=[CH:25][C:22]([CH2:23][N:15]2[CH2:16][CH2:17][CH:12]([N:2]([CH3:1])[C:3]3[S:4][C:5]([C:8]([F:11])([F:9])[F:10])=[N:6][N:7]=3)[CH2:13][CH2:14]2)=[CH:21][CH:20]=1, predict the reactants needed to synthesize it. The reactants are: [CH3:1][N:2]([CH:12]1[CH2:17][CH2:16][NH:15][CH2:14][CH2:13]1)[C:3]1[S:4][C:5]([C:8]([F:11])([F:10])[F:9])=[N:6][N:7]=1.[F:18][C:19]1[CH:26]=[CH:25][C:22]([CH2:23]Cl)=[CH:21][CH:20]=1.C(N(C(C)C)CC)(C)C.